From a dataset of Catalyst prediction with 721,799 reactions and 888 catalyst types from USPTO. Predict which catalyst facilitates the given reaction. (1) Product: [C:1]([O:7][CH2:8][CH3:9])(=[O:6])[CH2:2][C:3]([OH:5])=[O:4]. The catalyst class is: 6. Reactant: [C:1]([OH:7])(=[O:6])[CH2:2][C:3]([OH:5])=[O:4].[CH2:8]([K])[CH3:9].Cl. (2) Reactant: [CH2:1]([C:3]1[C:8]([CH:9]=O)=[CH:7][CH:6]=[CH:5][C:4]=1[C:11]1[CH:12]=[N:13][C:14]([C:17]2[CH:18]=[CH:19][C:20]([O:25][CH:26]([CH3:28])[CH3:27])=[C:21]([CH:24]=2)[C:22]#[N:23])=[N:15][CH:16]=1)[CH3:2].C([O-])(=O)C.[Na+].[NH:34]1[CH2:37][CH:36]([C:38]([O:40][CH3:41])=[O:39])[CH2:35]1.C(O[BH-](OC(=O)C)OC(=O)C)(=O)C.[Na+]. The catalyst class is: 4. Product: [C:22]([C:21]1[CH:24]=[C:17]([C:14]2[N:13]=[CH:12][C:11]([C:4]3[C:3]([CH2:1][CH3:2])=[C:8]([CH2:9][N:34]4[CH2:37][CH:36]([C:38]([O:40][CH3:41])=[O:39])[CH2:35]4)[CH:7]=[CH:6][CH:5]=3)=[CH:16][N:15]=2)[CH:18]=[CH:19][C:20]=1[O:25][CH:26]([CH3:28])[CH3:27])#[N:23]. (3) Reactant: [CH2:1]([O:8][C:9]1[CH:14]=[CH:13][CH:12]=[CH:11][C:10]=1[OH:15])[C:2]1[CH:7]=[CH:6][CH:5]=[CH:4][CH:3]=1.[CH3:16][S:17](Cl)(=[O:19])=[O:18]. Product: [CH3:16][S:17]([O:15][C:10]1[CH:11]=[CH:12][CH:13]=[CH:14][C:9]=1[O:8][CH2:1][C:2]1[CH:3]=[CH:4][CH:5]=[CH:6][CH:7]=1)(=[O:19])=[O:18]. The catalyst class is: 2. (4) Reactant: [CH:1]1[C:10]2[C:5](=[CH:6][CH:7]=[CH:8][CH:9]=2)[CH:4]=[CH:3][C:2]=1[C:11]1[CH:22]=[CH:21][CH:20]=[CH:19][C:12]=1[CH2:13][CH:14]([CH3:18])[C:15](O)=[O:16].S(Cl)(Cl)=O.[Al+3].[Cl-].[Cl-].[Cl-].Cl. Product: [CH3:18][CH:14]1[CH2:13][C:12]2[C:19](=[CH:20][CH:21]=[CH:22][C:11]=2[C:2]2[CH:3]=[CH:4][C:5]3[C:10](=[CH:9][CH:8]=[CH:7][CH:6]=3)[CH:1]=2)[C:15]1=[O:16]. The catalyst class is: 11. (5) The catalyst class is: 1. Product: [CH2:14]([O:21][C:22]1[CH:27]=[CH:26][C:25]([C:8]([C:3]2[C:2]([F:1])=[CH:7][CH:6]=[CH:5][N:4]=2)=[O:9])=[CH:24][CH:23]=1)[C:15]1[CH:20]=[CH:19][CH:18]=[CH:17][CH:16]=1. Reactant: [F:1][C:2]1[C:3]([C:8](N(OC)C)=[O:9])=[N:4][CH:5]=[CH:6][CH:7]=1.[CH2:14]([O:21][C:22]1[CH:27]=[CH:26][C:25]([Mg]Br)=[CH:24][CH:23]=1)[C:15]1[CH:20]=[CH:19][CH:18]=[CH:17][CH:16]=1.